From a dataset of Full USPTO retrosynthesis dataset with 1.9M reactions from patents (1976-2016). Predict the reactants needed to synthesize the given product. (1) Given the product [C:1]([O:5][C:6]([N:8]1[CH2:13][CH2:12][CH:11]([CH2:14][N:15]([CH:16]2[CH2:25][CH2:24][C:23]3[C:18](=[CH:19][C:20]([O:26][CH3:27])=[CH:21][CH:22]=3)[CH2:17]2)[CH2:28][CH2:29][CH3:30])[CH2:10][CH2:9]1)=[O:7])([CH3:4])([CH3:3])[CH3:2], predict the reactants needed to synthesize it. The reactants are: [C:1]([O:5][C:6]([N:8]1[CH2:13][CH2:12][CH:11]([CH2:14][NH:15][CH:16]2[CH2:25][CH2:24][C:23]3[C:18](=[CH:19][C:20]([O:26][CH3:27])=[CH:21][CH:22]=3)[CH2:17]2)[CH2:10][CH2:9]1)=[O:7])([CH3:4])([CH3:3])[CH3:2].[CH:28](=O)[CH2:29][CH3:30].C(O[BH-](OC(=O)C)OC(=O)C)(=O)C.[Na+]. (2) Given the product [CH2:1]([C@@H:3]1[N:9]([C:19]2[CH:24]=[CH:23][CH:22]=[CH:21][CH:20]=2)[CH2:8][C:7]2[CH:10]=[CH:11][C:12]([C:14]([O:16][CH3:17])=[O:15])=[CH:13][C:6]=2[O:5][CH2:4]1)[CH3:2], predict the reactants needed to synthesize it. The reactants are: [CH2:1]([C@@H:3]1[NH:9][CH2:8][C:7]2[CH:10]=[CH:11][C:12]([C:14]([O:16][CH3:17])=[O:15])=[CH:13][C:6]=2[O:5][CH2:4]1)[CH3:2].I[C:19]1[CH:24]=[CH:23][CH:22]=[CH:21][CH:20]=1.C([O-])([O-])=O.[Cs+].[Cs+].C1C=CC(P(C2C(C3C(P(C4C=CC=CC=4)C4C=CC=CC=4)=CC=C4C=3C=CC=C4)=C3C(C=CC=C3)=CC=2)C2C=CC=CC=2)=CC=1. (3) Given the product [NH2:1][C:2]1[N:10]=[C:9]2[C:5]([N:6]=[CH:7][N:8]2[CH2:11][CH2:12][CH:13]([CH2:16][OH:17])[CH2:14][OH:15])=[CH:4][N:3]=1, predict the reactants needed to synthesize it. The reactants are: [NH2:1][C:2]1[N:10]=[C:9]2[C:5]([N:6]=[CH:7][N:8]2[CH2:11][CH2:12][CH:13]([CH2:16][OH:17])[CH2:14][OH:15])=[C:4](Cl)[N:3]=1.C(OCC)(=O)C.C(O)C.[H][H]. (4) Given the product [Cl:17][C:18]1[CH:19]=[C:20]([NH:25][CH2:26][CH2:27][NH:28][C:2]2[CH:7]=[C:6]([C:8]3[CH:13]=[CH:12][CH:11]=[C:10]([CH3:14])[C:9]=3[CH3:15])[N:5]=[C:4]([NH2:16])[N:3]=2)[CH:21]=[CH:22][C:23]=1[Cl:24], predict the reactants needed to synthesize it. The reactants are: Cl[C:2]1[CH:7]=[C:6]([C:8]2[CH:13]=[CH:12][CH:11]=[C:10]([CH3:14])[C:9]=2[CH3:15])[N:5]=[C:4]([NH2:16])[N:3]=1.[Cl:17][C:18]1[CH:19]=[C:20]([NH:25][CH2:26][CH2:27][NH2:28])[CH:21]=[CH:22][C:23]=1[Cl:24].